Dataset: Forward reaction prediction with 1.9M reactions from USPTO patents (1976-2016). Task: Predict the product of the given reaction. (1) Given the reactants C([N:4]([C@@H:14]([C:16]1[CH:21]=[CH:20][CH:19]=[CH:18][CH:17]=1)[CH3:15])[C:5](=[O:13])[CH2:6][CH2:7][CH2:8][CH2:9][CH2:10][CH2:11][CH3:12])C=C.[C:22]([Mg]Cl)(C)([CH3:24])[CH3:23].Cl, predict the reaction product. The product is: [CH2:24]([C@@H:6]([CH2:7][CH2:8][CH2:9][CH2:10][CH2:11][CH3:12])[C:5]([NH:4][CH:14]([C:16]1[CH:17]=[CH:18][CH:19]=[CH:20][CH:21]=1)[CH3:15])=[O:13])[CH:22]=[CH2:23]. (2) The product is: [CH:39]1([C:37]([NH:36][C:34]2[S:33][C:31]3[C:30]([N:35]=2)=[CH:29][CH:28]=[C:27]([O:26][C:25]2[CH:24]=[C:23]([NH:22][C:8]([C:3]4[C:2]([CH3:1])=[CH:7][CH:6]=[CH:5][N:4]=4)=[O:10])[CH:44]=[CH:43][CH:42]=2)[N:32]=3)=[O:38])[CH2:40][CH2:41]1. Given the reactants [CH3:1][C:2]1[C:3]([C:8]([OH:10])=O)=[N:4][CH:5]=[CH:6][CH:7]=1.O1CCCC1.C(Cl)(=O)C(Cl)=O.[NH2:22][C:23]1[CH:24]=[C:25]([CH:42]=[CH:43][CH:44]=1)[O:26][C:27]1[N:32]=[C:31]2[S:33][C:34]([NH:36][C:37]([CH:39]3[CH2:41][CH2:40]3)=[O:38])=[N:35][C:30]2=[CH:29][CH:28]=1, predict the reaction product. (3) Given the reactants [N:1]1([C:6]([N:8]2[CH2:12][C@H:11]([C:13]3[CH:18]=[CH:17][CH:16]=[CH:15][CH:14]=3)[C@@H:10]([CH2:19][N:20]([C@@H:28]([C:30]3[C:39]4[C:34](=[CH:35][CH:36]=[CH:37][CH:38]=4)[CH:33]=[CH:32][CH:31]=3)[CH3:29])[C:21](=[O:27])[O:22][C:23]([CH3:26])([CH3:25])[CH3:24])[CH2:9]2)=[O:7])[CH:5]=[CH:4][N:3]=[CH:2]1.[CH3:40][I:41], predict the reaction product. The product is: [I-:41].[C:23]([O:22][C:21]([N:20]([CH2:19][C@@H:10]1[C@@H:11]([C:13]2[CH:18]=[CH:17][CH:16]=[CH:15][CH:14]=2)[CH2:12][N:8]([C:6]([N:1]2[CH:5]=[CH:4][N+:3]([CH3:40])=[CH:2]2)=[O:7])[CH2:9]1)[C@@H:28]([C:30]1[C:39]2[C:34](=[CH:35][CH:36]=[CH:37][CH:38]=2)[CH:33]=[CH:32][CH:31]=1)[CH3:29])=[O:27])([CH3:25])([CH3:24])[CH3:26]. (4) Given the reactants [Br:1][C:2]1[CH:3]=[CH:4][C:5]([S:32]([CH:35](C)C)(=[O:34])=[O:33])=[C:6]([NH:8][C:9]2[C:14]([Cl:15])=[CH:13][N:12]=[C:11]([NH:16][C:17]3[CH:22]=[CH:21][C:20]([N:23]4[CH2:28][CH2:27][N:26]([CH3:29])[CH2:25][CH2:24]4)=[C:19]([CH:30]=[CH2:31])[CH:18]=3)[N:10]=2)[CH:7]=1.BrC1C=CC(S(C)(=O)=O)=C(NC2C(Cl)=CN=C(NC3C=CC(N4CCN(C)CC4)=C(C=C)C=3)N=2)C=1.BrC1C=CC(S(C(C)C)(=O)=O)=C(NC2C(Cl)=CN=C(Cl)N=2)C=1, predict the reaction product. The product is: [Br:1][C:2]1[CH:3]=[CH:4][C:5]([S:32]([CH3:35])(=[O:33])=[O:34])=[C:6]([NH:8][C:9]2[C:14]([Cl:15])=[CH:13][N:12]=[C:11]([NH:16][C:17]3[CH:22]=[CH:21][C:20]([N:23]4[CH2:24][CH2:25][N:26]([CH3:29])[CH2:27][CH2:28]4)=[C:19]([CH:30]=[CH2:31])[CH:18]=3)[N:10]=2)[CH:7]=1. (5) Given the reactants Cl[CH2:2][CH2:3][NH:4][C:5]([C:7]1[NH:8][C:9]2[C:14]([CH:15]=1)=[CH:13][CH:12]=[CH:11][C:10]=2[N+:16]([O-:18])=[O:17])=O.COC1C=CC(P2(SP(C3C=CC(OC)=CC=3)(=S)S2)=[S:28])=CC=1, predict the reaction product. The product is: [S:28]1[CH2:2][CH2:3][N:4]=[C:5]1[C:7]1[NH:8][C:9]2[C:14]([CH:15]=1)=[CH:13][CH:12]=[CH:11][C:10]=2[N+:16]([O-:18])=[O:17]. (6) Given the reactants C(OC([CH:6]1[C:12](=[O:13])[CH2:11][CH2:10][N:9](C(OC(C)(C)C)=O)[CH2:8][CH2:7]1)=O)C.[ClH:21], predict the reaction product. The product is: [ClH:21].[NH:9]1[CH2:8][CH2:7][CH2:6][C:12](=[O:13])[CH2:11][CH2:10]1. (7) The product is: [Br:1][C:2]1[CH:3]=[CH:4][C:5]([C:6]2[O:8][CH2:23][C:22]([CH3:26])([CH3:25])[N:21]=2)=[CH:9][CH:10]=1. Given the reactants [Br:1][C:2]1[CH:10]=[CH:9][C:5]([C:6]([OH:8])=O)=[CH:4][CH:3]=1.BrC1C=CC=CC=1C(Cl)=O.[NH2:21][C:22]([CH3:26])([CH3:25])[CH2:23]O, predict the reaction product.